Dataset: Full USPTO retrosynthesis dataset with 1.9M reactions from patents (1976-2016). Task: Predict the reactants needed to synthesize the given product. (1) Given the product [OH:11][CH2:10][CH:9]1[O:12][C:13](=[O:15])[N:7]([C:1]2[CH:6]=[CH:5][CH:4]=[CH:3][CH:2]=2)[CH2:8]1, predict the reactants needed to synthesize it. The reactants are: [C:1]1([NH:7][CH2:8][CH:9]([OH:12])[CH2:10][OH:11])[CH:6]=[CH:5][CH:4]=[CH:3][CH:2]=1.[CH2:13]([O:15]C(=O)OCC)C.C[O-].[Na+].CO. (2) The reactants are: [O:1]=[C:2]1[CH2:6][CH2:5][C@H:4](/[CH:7]=[CH:8]/[CH2:9][C@:10]([OH:19])([CH3:18])[CH2:11][CH2:12][C:13]([F:17])=[C:14]([F:16])[F:15])[C@H:3]1[CH2:20][CH2:21][S:22][C:23]1[S:24][CH:25]=[C:26]([C:28]([O:30]C)=[O:29])[N:27]=1.[OH-].[Li+].S([O-])(O)(=O)=O.[K+]. Given the product [O:1]=[C:2]1[CH2:6][CH2:5][C@H:4](/[CH:7]=[CH:8]/[CH2:9][C@:10]([OH:19])([CH3:18])[CH2:11][CH2:12][C:13]([F:17])=[C:14]([F:15])[F:16])[C@H:3]1[CH2:20][CH2:21][S:22][C:23]1[S:24][CH:25]=[C:26]([C:28]([OH:30])=[O:29])[N:27]=1, predict the reactants needed to synthesize it. (3) Given the product [CH2:22]([C:26]1[CH:31]=[CH:30][C:29]([C:14]2[C:13]([F:20])=[C:12]3[C:17]([CH:18]=[C:10]([C:7]4[CH:8]=[CH:9][C:4]([C:3]([OH:2])=[O:21])=[CH:5][CH:6]=4)[NH:11]3)=[CH:16][CH:15]=2)=[CH:28][CH:27]=1)[CH2:23][CH2:24][CH3:25], predict the reactants needed to synthesize it. The reactants are: C[O:2][C:3](=[O:21])[C:4]1[CH:9]=[CH:8][C:7]([C:10]2[NH:11][C:12]3[C:17]([CH:18]=2)=[CH:16][CH:15]=[C:14](Cl)[C:13]=3[F:20])=[CH:6][CH:5]=1.[CH2:22]([C:26]1[CH:31]=[CH:30][C:29](B(O)O)=[CH:28][CH:27]=1)[CH2:23][CH2:24][CH3:25].C(=O)([O-])[O-].[Cs+].[Cs+].[Li+].[OH-]. (4) Given the product [C:1]1([P:7]([C:10]2[CH:15]=[CH:14][CH:13]=[CH:12][CH:11]=2)(=[O:8])[O-:9])[CH:2]=[CH:3][CH:4]=[CH:5][CH:6]=1.[Li+:18], predict the reactants needed to synthesize it. The reactants are: [C:1]1([P:7]([C:10]2[CH:15]=[CH:14][CH:13]=[CH:12][CH:11]=2)(=[O:9])[OH:8])[CH:6]=[CH:5][CH:4]=[CH:3][CH:2]=1.O.[OH-].[Li+:18].O.